Dataset: Reaction yield outcomes from USPTO patents with 853,638 reactions. Task: Predict the reaction yield, written as a fraction of the theoretical maximum amount of product (1.0 means a 100% yield; for example, 0.34 means a 34% yield). (1) The reactants are [OH:1][C:2]1[CH:7]=[C:6]([CH3:8])[C:5]([C:9]2[CH:14]=[CH:13][CH:12]=[C:11]([CH2:15][O:16][C:17]3[CH:22]=[CH:21][C:20]([C:23]4([CH2:27][C:28]([O:30][CH2:31][CH3:32])=[O:29])[CH2:26][O:25][CH2:24]4)=[CH:19][CH:18]=3)[CH:10]=2)=[C:4]([CH3:33])[CH:3]=1.Br[CH2:35][CH2:36][O:37][CH3:38].[H-].[Na+]. The catalyst is CN(C=O)C. The yield is 0.437. The product is [CH3:38][O:37][CH2:36][CH2:35][O:1][C:2]1[CH:3]=[C:4]([CH3:33])[C:5]([C:9]2[CH:14]=[CH:13][CH:12]=[C:11]([CH2:15][O:16][C:17]3[CH:22]=[CH:21][C:20]([C:23]4([CH2:27][C:28]([O:30][CH2:31][CH3:32])=[O:29])[CH2:24][O:25][CH2:26]4)=[CH:19][CH:18]=3)[CH:10]=2)=[C:6]([CH3:8])[CH:7]=1. (2) The reactants are [Si]([O:8][C@H:9]([CH3:34])[C@@H:10]([NH:24][C:25]1[CH:32]=[CH:31][C:28]([C:29]#[N:30])=[C:27]([Cl:33])[CH:26]=1)[C:11]1[O:12][C:13]([C:16]2[CH:21]=[CH:20][C:19]([C:22]#[N:23])=[CH:18][CH:17]=2)=[N:14][N:15]=1)(C(C)(C)C)(C)C.CCCC[N+](CCCC)(CCCC)CCCC.[F-]. The catalyst is C1COCC1. The product is [Cl:33][C:27]1[CH:26]=[C:25]([NH:24][C@@H:10]([C:11]2[O:12][C:13]([C:16]3[CH:17]=[CH:18][C:19]([C:22]#[N:23])=[CH:20][CH:21]=3)=[N:14][N:15]=2)[C@H:9]([OH:8])[CH3:34])[CH:32]=[CH:31][C:28]=1[C:29]#[N:30]. The yield is 1.00. (3) The reactants are S(Cl)(Cl)=O.[N+:5]([C:8]1[C:9]([C:13]([OH:15])=[O:14])=[N:10][NH:11][CH:12]=1)([O-:7])=[O:6].[CH3:16][CH2:17]O. The yield is 0.960. The product is [CH2:16]([O:14][C:13]([C:9]1[C:8]([N+:5]([O-:7])=[O:6])=[CH:12][NH:11][N:10]=1)=[O:15])[CH3:17]. No catalyst specified. (4) The reactants are [CH3:1][C:2]1[CH:10]=[C:9]([N+:11]([O-:13])=[O:12])[CH:8]=[CH:7][C:3]=1[C:4]([OH:6])=[O:5].CI.[C:16]([O-])([O-])=O.[K+].[K+]. The catalyst is CN(C=O)C. The product is [CH3:16][O:5][C:4](=[O:6])[C:3]1[CH:7]=[CH:8][C:9]([N+:11]([O-:13])=[O:12])=[CH:10][C:2]=1[CH3:1]. The yield is 0.890. (5) The reactants are [C:1]([O:5][C:6]([N:8]1[C@@H:12]([C@@H:13]([OH:25])[C@@H:14]([NH2:24])[CH2:15][C:16]2[CH:21]=[C:20]([F:22])[CH:19]=[C:18]([F:23])[CH:17]=2)[CH2:11][O:10][C:9]1([CH3:27])[CH3:26])=[O:7])([CH3:4])([CH3:3])[CH3:2].C(N(CC)CC)C.[C:35](OC(=O)C)(=[O:37])[CH3:36]. The catalyst is O1CCCC1.C(OCC)(=O)C. The product is [C:1]([O:5][C:6]([N:8]1[C@@H:12]([C@@H:13]([OH:25])[C@@H:14]([NH:24][C:35](=[O:37])[CH3:36])[CH2:15][C:16]2[CH:17]=[C:18]([F:23])[CH:19]=[C:20]([F:22])[CH:21]=2)[CH2:11][O:10][C:9]1([CH3:27])[CH3:26])=[O:7])([CH3:4])([CH3:2])[CH3:3]. The yield is 0.720.